Dataset: Peptide-MHC class II binding affinity with 134,281 pairs from IEDB. Task: Regression. Given a peptide amino acid sequence and an MHC pseudo amino acid sequence, predict their binding affinity value. This is MHC class II binding data. (1) The peptide sequence is DAAFKIAATAANAAP. The MHC is DRB1_0405 with pseudo-sequence DRB1_0405. The binding affinity (normalized) is 0.562. (2) The binding affinity (normalized) is 0.195. The peptide sequence is NSLILLECFVRSSPA. The MHC is H-2-IAb with pseudo-sequence H-2-IAb. (3) The peptide sequence is GELQICDKIDAAFKI. The MHC is DRB1_1201 with pseudo-sequence DRB1_1201. The binding affinity (normalized) is 0.466. (4) The peptide sequence is GIKQLQARVLAVERYLK. The MHC is DRB4_0101 with pseudo-sequence DRB4_0103. The binding affinity (normalized) is 0.608.